This data is from Catalyst prediction with 721,799 reactions and 888 catalyst types from USPTO. The task is: Predict which catalyst facilitates the given reaction. (1) Reactant: [Cl:1][C:2]1[CH:3]=[C:4]([CH2:18][C:19]([O:21][CH2:22]C)=[O:20])[CH:5]=[CH:6][C:7]=1[O:8][C:9]1[N:13]([CH3:14])[N:12]=[C:11]([CH3:15])[C:10]=1[CH:16]=[O:17].O1CCCC1.CO.[BH4-].[Na+]. Product: [Cl:1][C:2]1[CH:3]=[C:4]([CH2:18][C:19]([O:21][CH3:22])=[O:20])[CH:5]=[CH:6][C:7]=1[O:8][C:9]1[N:13]([CH3:14])[N:12]=[C:11]([CH3:15])[C:10]=1[CH2:16][OH:17]. The catalyst class is: 6. (2) Reactant: [Li+].[B-](CC)(CC)CC.[CH3:9][C:10]([Si:13]([CH3:34])([CH3:33])[O:14][C@H:15]1[CH2:19][CH2:18][N:17]([C:20]([O:22][C:23]([CH3:26])([CH3:25])[CH3:24])=[O:21])[C@@H:16]1[CH2:27]OS(C)(=O)=O)([CH3:12])[CH3:11]. Product: [CH3:11][C:10]([Si:13]([CH3:34])([CH3:33])[O:14][C@H:15]1[CH2:19][CH2:18][N:17]([C:20]([O:22][C:23]([CH3:26])([CH3:25])[CH3:24])=[O:21])[C@@H:16]1[CH3:27])([CH3:9])[CH3:12]. The catalyst class is: 1. (3) The catalyst class is: 11. Product: [CH2:1]([O:4][C:5]1[CH:26]=[C:25]([O:27][CH2:28][CH:29]=[CH2:30])[C:24]([CH2:31][C:32]#[C:33][CH3:34])=[CH:23][C:6]=1[C:7]([NH:9][C:10]1[CH:15]=[CH:14][C:13]([CH2:16][N:17]2[CH2:22][CH2:21][O:20][CH2:19][CH2:18]2)=[CH:12][CH:11]=1)=[S:44])[CH:2]=[CH2:3]. Reactant: [CH2:1]([O:4][C:5]1[CH:26]=[C:25]([O:27][CH2:28][CH:29]=[CH2:30])[C:24]([CH2:31][C:32]#[C:33][CH3:34])=[CH:23][C:6]=1[C:7]([NH:9][C:10]1[CH:15]=[CH:14][C:13]([CH2:16][N:17]2[CH2:22][CH2:21][O:20][CH2:19][CH2:18]2)=[CH:12][CH:11]=1)=O)[CH:2]=[CH2:3].COC1C=CC(P2(SP(C3C=CC(OC)=CC=3)(=S)S2)=[S:44])=CC=1.C(=O)([O-])[O-].[Na+].[Na+]. (4) Reactant: O[C@H:2]([CH3:24])[CH2:3][N:4]1[C:12]2[C:7](=[CH:8][CH:9]=[C:10]3[O:16][CH2:15][C@H:14]([O:17][CH2:18][CH2:19][NH:20][C:21](=[O:23])[CH3:22])[CH2:13][C:11]3=2)[CH:6]=[N:5]1.C(N(CC)CC)C.CS(OS(C)(=O)=O)(=O)=O.[N-:41]=[N+:42]=[N-:43].[Na+]. Product: [N:41]([C@@H:2]([CH3:24])[CH2:3][N:4]1[C:12]2[C:7](=[CH:8][CH:9]=[C:10]3[O:16][CH2:15][C@H:14]([O:17][CH2:18][CH2:19][NH:20][C:21](=[O:23])[CH3:22])[CH2:13][C:11]3=2)[CH:6]=[N:5]1)=[N+:42]=[N-:43]. The catalyst class is: 1. (5) Reactant: [Br:1][C:2]1[C:10]([CH3:11])=[CH:9][CH:8]=[CH:7][C:3]=1[C:4]([OH:6])=[O:5].[CH3:12]O. Product: [Br:1][C:2]1[C:10]([CH3:11])=[CH:9][CH:8]=[CH:7][C:3]=1[C:4]([O:6][CH3:12])=[O:5]. The catalyst class is: 65. (6) Reactant: [N:1]([CH:4]1[CH2:9][N:8]([C:10]([O:12][C:13]([CH3:16])([CH3:15])[CH3:14])=[O:11])[CH2:7][CH:6]([C:17]([O:19]C)=[O:18])[CH2:5]1)=[N+:2]=[N-:3].[OH-].[Na+]. Product: [N:1]([CH:4]1[CH2:9][N:8]([C:10]([O:12][C:13]([CH3:14])([CH3:15])[CH3:16])=[O:11])[CH2:7][CH:6]([C:17]([OH:19])=[O:18])[CH2:5]1)=[N+:2]=[N-:3]. The catalyst class is: 125. (7) Reactant: [N:1]1([NH:7][C:8]([C:10]2[CH:30]=[CH:29][C:13]3[O:14][C:15]4[CH:28]=[CH:27][CH:26]=[CH:25][C:16]=4[C:17]([CH:19]4[CH2:24][CH2:23][CH2:22][CH2:21][CH2:20]4)=[N:18][C:12]=3[CH:11]=2)=[O:9])[CH2:6][CH2:5][CH2:4][CH2:3][CH2:2]1.N1(NC(C2C=CC3OC4C=CC=CC=4C(Cl)=NC=3C=2)=O)CCCCC1.C1([Mg]Br)C=CC=CC=1.CN1C(=O)CCC1. Product: [N:1]1([NH:7][C:8]([C:10]2[CH:30]=[CH:29][C:13]3[O:14][C:15]4[CH:28]=[CH:27][CH:26]=[CH:25][C:16]=4[C:17]([C:19]4[CH:24]=[CH:23][CH:22]=[CH:21][CH:20]=4)=[N:18][C:12]=3[CH:11]=2)=[O:9])[CH2:2][CH2:3][CH2:4][CH2:5][CH2:6]1. The catalyst class is: 1. (8) Reactant: [OH:1][C:2]1[CH:9]=[CH:8][C:5]([CH:6]=[O:7])=[CH:4][CH:3]=1.C(=O)([O-])[O-].[K+].[K+].Br[C:17]1[CH:22]=[CH:21][C:20]([Br:23])=[CH:19][N:18]=1. Product: [Br:23][C:20]1[CH:21]=[CH:22][C:17]([O:1][C:2]2[CH:9]=[CH:8][C:5]([CH:6]=[O:7])=[CH:4][CH:3]=2)=[N:18][CH:19]=1. The catalyst class is: 44. (9) Reactant: [CH3:1][O:2][C:3]([C:5]1[NH:6][C:7]([CH3:13])=[C:8]([C:11]#[N:12])[C:9]=1[NH2:10])=[O:4].[N:14]([CH:17]1[CH2:22][CH2:21][N:20]([C:23]([O:25][CH2:26][C:27]2[CH:32]=[CH:31][CH:30]=[CH:29][CH:28]=2)=[O:24])[CH2:19][CH2:18]1)=[C:15]=[O:16].CCN(CC)CC. Product: [C:11]([C:8]1[C:9]([NH:10][C:15]([NH:14][CH:17]2[CH2:22][CH2:21][N:20]([C:23]([O:25][CH2:26][C:27]3[CH:32]=[CH:31][CH:30]=[CH:29][CH:28]=3)=[O:24])[CH2:19][CH2:18]2)=[O:16])=[C:5]([C:3]([O:2][CH3:1])=[O:4])[NH:6][C:7]=1[CH3:13])#[N:12]. The catalyst class is: 10. (10) Reactant: I[C:2]1[CH:7]=[CH:6][C:5]([CH2:8][C:9]([NH:11][C:12]2[S:13][CH:14]=[C:15]([CH3:21])[C:16]=2[C:17]([O:19][CH3:20])=[O:18])=[O:10])=[CH:4][CH:3]=1.[N:22]1[CH:27]=[CH:26][C:25](B(O)O)=[CH:24][CH:23]=1.C(=O)([O-])[O-].[K+].[K+].O. Product: [CH3:21][C:15]1[C:16]([C:17]([O:19][CH3:20])=[O:18])=[C:12]([NH:11][C:9](=[O:10])[CH2:8][C:5]2[CH:6]=[CH:7][C:2]([C:25]3[CH:26]=[CH:27][N:22]=[CH:23][CH:24]=3)=[CH:3][CH:4]=2)[S:13][CH:14]=1. The catalyst class is: 104.